From a dataset of Forward reaction prediction with 1.9M reactions from USPTO patents (1976-2016). Predict the product of the given reaction. (1) Given the reactants [CH2:1]([O:8][CH2:9][CH:10]([OH:12])[CH3:11])[C:2]1[CH:7]=[CH:6][CH:5]=[CH:4][CH:3]=1.C(N(C(C)C)CC)(C)C.[CH3:22][S:23](Cl)(=[O:25])=[O:24], predict the reaction product. The product is: [CH3:22][S:23]([O:12][CH:10]([CH3:11])[CH2:9][O:8][CH2:1][C:2]1[CH:7]=[CH:6][CH:5]=[CH:4][CH:3]=1)(=[O:25])=[O:24]. (2) Given the reactants [Cl:1][C:2]1[CH:7]=[C:6]([N+:8]([O-:10])=[O:9])[CH:5]=[CH:4][C:3]=1[CH3:11].C(O[CH:17](N(C)C)[N:18](C)C)(C)(C)C.NOS(O)(=O)=O, predict the reaction product. The product is: [Cl:1][C:2]1[CH:7]=[C:6]([N+:8]([O-:10])=[O:9])[CH:5]=[CH:4][C:3]=1[CH2:11][C:17]#[N:18]. (3) The product is: [Cl:1][C:2]1[CH:7]=[CH:6][C:5]([C:8]2([CH2:12][N:14]3[CH2:20][CH2:19][CH2:18][CH2:17][CH:16]([CH2:21][OH:22])[CH2:15]3)[CH2:11][CH2:10][CH2:9]2)=[CH:4][CH:3]=1. Given the reactants [Cl:1][C:2]1[CH:7]=[CH:6][C:5]([C:8]2([C:12]([N:14]3[CH2:20][CH2:19][CH2:18][CH2:17][CH:16]([CH2:21][OH:22])[CH2:15]3)=O)[CH2:11][CH2:10][CH2:9]2)=[CH:4][CH:3]=1.[H-].COCCO[Al+]OCCOC.[Na+].[H-], predict the reaction product. (4) Given the reactants [Mg].[F:2][C:3]1[CH:4]=[C:5](Br)[CH:6]=[C:7]([F:10])[C:8]=1[F:9].[B:12](OC)([O:15]C)[O:13]C.Cl, predict the reaction product. The product is: [F:2][C:3]1[CH:4]=[C:5]([B:12]([OH:15])[OH:13])[CH:6]=[C:7]([F:10])[C:8]=1[F:9]. (5) The product is: [F:17][C:18]1[CH:19]=[CH:20][C:21]([C:24]2[S:28][C:27]([CH3:29])=[N:26][C:25]=2[C:30]([N:7]2[CH:2]([CH3:1])[CH2:3][CH2:4][CH2:5][CH:6]2[CH2:8][NH:9][C:10](=[O:16])[O:11][C:12]([CH3:15])([CH3:14])[CH3:13])=[O:31])=[CH:22][CH:23]=1. Given the reactants [CH3:1][CH:2]1[NH:7][CH:6]([CH2:8][NH:9][C:10](=[O:16])[O:11][C:12]([CH3:15])([CH3:14])[CH3:13])[CH2:5][CH2:4][CH2:3]1.[F:17][C:18]1[CH:23]=[CH:22][C:21]([C:24]2[S:28][C:27]([CH3:29])=[N:26][C:25]=2[C:30](O)=[O:31])=[CH:20][CH:19]=1, predict the reaction product. (6) The product is: [ClH:27].[C:1]([O:5][C:6]([C:8]1[S:9][C:10]([CH2:13][CH2:14][CH2:15][NH2:16])=[CH:11][CH:12]=1)=[O:7])([CH3:4])([CH3:3])[CH3:2]. Given the reactants [C:1]([O:5][C:6]([C:8]1[S:9][C:10]([C:13]#[C:14][CH2:15][NH:16]C(OCC2C=CC=CC=2)=O)=[CH:11][CH:12]=1)=[O:7])([CH3:4])([CH3:3])[CH3:2].[ClH:27], predict the reaction product. (7) Given the reactants [Cl:1][C:2]1[CH:3]=[C:4]2[C:9](=[C:10]([Cl:12])[CH:11]=1)[CH2:8][N:7]([CH3:13])[CH2:6][CH:5]2[C:14]1[CH:19]=[CH:18][C:17]([NH2:20])=[CH:16][CH:15]=1.[CH3:21][N:22]=[C:23]=[S:24].NC(N)=S, predict the reaction product. The product is: [Cl:1][C:2]1[CH:3]=[C:4]2[C:9](=[C:10]([Cl:12])[CH:11]=1)[CH2:8][N:7]([CH3:13])[CH2:6][CH:5]2[C:14]1[CH:19]=[CH:18][C:17]([NH:20][C:23]([NH:22][CH3:21])=[S:24])=[CH:16][CH:15]=1.